Predict the reaction yield, written as a fraction of the theoretical maximum amount of product (1.0 means a 100% yield; for example, 0.34 means a 34% yield). From a dataset of Reaction yield outcomes from USPTO patents with 853,638 reactions. (1) The reactants are [B:9]1([B:9]2[O:14][CH2:13][C:12]([CH3:16])([CH3:15])[CH2:11][O:10]2)[O:14][CH2:13][C:12]([CH3:16])([CH3:15])[CH2:11][O:10]1.C([O-])(=O)C.[K+].Br[C:23]1[CH:32]=[C:31]2[C:26]([N:27]=[CH:28][C:29](=[O:34])[N:30]2[CH3:33])=[CH:25][CH:24]=1.C(Cl)Cl. The catalyst is O1CCOCC1.C(OCC)C. The product is [CH3:16][C:12]1([CH3:15])[CH2:11][O:10][B:9]([C:23]2[CH:32]=[C:31]3[C:26]([N:27]=[CH:28][C:29](=[O:34])[N:30]3[CH3:33])=[CH:25][CH:24]=2)[O:14][CH2:13]1. The yield is 0.300. (2) The reactants are [CH:1]1([C@H:7]([NH:15][C:16]([C:18]2[CH:23]=[CH:22][C:21]([N+:24]([O-])=O)=[CH:20][C:19]=2[NH:27][C:28]([NH:30][C:31]2[C:36]([CH3:37])=[CH:35][C:34]([CH3:38])=[CH:33][C:32]=2[CH3:39])=[O:29])=[O:17])[C:8]([O:10][C:11]([CH3:14])([CH3:13])[CH3:12])=[O:9])[CH2:6][CH2:5][CH2:4][CH2:3][CH2:2]1. The catalyst is [Pd].C(O)C. The product is [NH2:24][C:21]1[CH:22]=[CH:23][C:18]([C:16]([NH:15][C@@H:7]([CH:1]2[CH2:6][CH2:5][CH2:4][CH2:3][CH2:2]2)[C:8]([O:10][C:11]([CH3:14])([CH3:13])[CH3:12])=[O:9])=[O:17])=[C:19]([NH:27][C:28]([NH:30][C:31]2[C:32]([CH3:39])=[CH:33][C:34]([CH3:38])=[CH:35][C:36]=2[CH3:37])=[O:29])[CH:20]=1. The yield is 0.840. (3) The reactants are C1(O[C:8](=[O:20])[NH:9][C:10]2[CH:15]=[CH:14][N:13]=[C:12]([C:16]([F:19])([F:18])[F:17])[CH:11]=2)C=CC=CC=1.[Cl:21][C:22]1[CH:28]=[C:27]([O:29][C:30]2[C:31]3[N:38]([CH3:39])[CH:37]=[CH:36][C:32]=3[N:33]=[CH:34][N:35]=2)[CH:26]=[CH:25][C:23]=1[NH2:24].N1C=CC=CC=1. The catalyst is CN1CCCC1=O. The product is [Cl:21][C:22]1[CH:28]=[C:27]([O:29][C:30]2[C:31]3[N:38]([CH3:39])[CH:37]=[CH:36][C:32]=3[N:33]=[CH:34][N:35]=2)[CH:26]=[CH:25][C:23]=1[NH:24][C:8]([NH:9][C:10]1[CH:15]=[CH:14][N:13]=[C:12]([C:16]([F:17])([F:18])[F:19])[CH:11]=1)=[O:20]. The yield is 0.540.